Dataset: Forward reaction prediction with 1.9M reactions from USPTO patents (1976-2016). Task: Predict the product of the given reaction. (1) Given the reactants [NH2:1][C:2]1[N:6]([CH2:7][CH:8]([F:10])[F:9])[CH:5]=[N:4][C:3]=1[C:11]([O:13]CC)=O.[Cl:16][C:17]1[CH:23]=[CH:22][C:20]([NH2:21])=[CH:19][CH:18]=1, predict the reaction product. The product is: [NH2:1][C:2]1[N:6]([CH2:7][CH:8]([F:9])[F:10])[CH:5]=[N:4][C:3]=1[C:11]([NH:21][C:20]1[CH:22]=[CH:23][C:17]([Cl:16])=[CH:18][CH:19]=1)=[O:13]. (2) Given the reactants B(Br)(Br)Br.C(Cl)Cl.C1(C)C=CC=CC=1.[F:15][C:16]1[C:20]2[CH:21]=[CH:22][CH:23]=[C:24]([O:25]C)[C:19]=2[S:18][C:17]=1[CH2:27][C:28]1[CH:33]=[CH:32][CH:31]=[C:30]([C:34]([F:37])([F:36])[F:35])[CH:29]=1, predict the reaction product. The product is: [F:15][C:16]1[C:20]2[CH:21]=[CH:22][CH:23]=[C:24]([OH:25])[C:19]=2[S:18][C:17]=1[CH2:27][C:28]1[CH:33]=[CH:32][CH:31]=[C:30]([C:34]([F:36])([F:35])[F:37])[CH:29]=1.